Dataset: Experimentally validated miRNA-target interactions with 360,000+ pairs, plus equal number of negative samples. Task: Binary Classification. Given a miRNA mature sequence and a target amino acid sequence, predict their likelihood of interaction. (1) The miRNA is mmu-miR-186-5p with sequence CAAAGAAUUCUCCUUUUGGGCU. The protein sequence of the target gene is MARERPPGRGCGVLRRCLLGAVLLFGLRLCAELRRAGPGSPTRSAPPGPAWRPPGPHLPPAPGQPRGASRRQVTYVRSGRRAPPGGGGSGTPEPGCCAPRGRPRRKGPRWHIDLQPWAGSAQSLDEEAWRFLRYISTTQIACNHMNTDSLATDSSPTHKPWSVCLDDRFNLAHQIRNKQCRLYSLGLGSDDTHFEVSMANNGCEVHRFDPSVKSAHILESQHLWYHRLSIDWRDPHPAVAAQKPHSNTRKLGSILNEFGHHKIDVLKADLESAEWKVLENLILEDVLEQIGQLIFEIHLH.... Result: 0 (no interaction). (2) The miRNA is mmu-miR-135a-2-3p with sequence UGUAGGGAUGGAAGCCAUGAA. The protein sequence of the target gene is MTTSHMNGHVTEESDSEVKNVDLASPEEHQKHREMAVDCPGDLGTRMMPIRRSAQLERIRQQQEDMRRRREEEGKKQELDLNSSMRLKKLAQIPPKTGIDNPMFDTEEGIVLESPHYAVKILEIEDLFSSLKHIQHTLVDSQSQEDISLLLQLVQNKDFQNAFKIHNAITVHMNKASPPFPLISNAQDLAQEVQTVLKPVHHKEGQELTALLNTPHIQALLLAHDKVAEQEMQLEPITDERVYESIGQYGGETVKIVRIEKARDIPLGATVRNEMDSVIISRIVKGGAAEKSGLLHEGDE.... Result: 0 (no interaction). (3) The miRNA is mmu-miR-488-3p with sequence UUGAAAGGCUGUUUCUUGGUC. The protein sequence of the target gene is MPALPLDQLQITHKDPKTGQPKTSAALNPEQKADRYFVLYKPPPKDNIPALVEEYLERANFVANDLDWLLALPHDKFWCQVIFDETLQKCLDSYLHYVPRKFDEWVAPTPEVADMQNHLHRSVFLTFLRMSTHKESKDHFISPSAFGEILYNNFLFDIPKILDLCVLFGKGNSPLLQKMIGNIFTQQPSYYTDLDETIPTILQVFSNILQHCGLQGDGTSTTPQKLGERSPLTPSDMPLLELKDIVLYLCDTSTTLWAFLDIFPLACQTFQKHDFCYRLASFYEMAIPELESAIKKRRLE.... Result: 0 (no interaction). (4) The miRNA is hsa-miR-2355-5p with sequence AUCCCCAGAUACAAUGGACAA. The protein sequence of the target gene is MGPGPPAAGAAPSPRPLSLVARLSYAVGHFLNDLCASMWFTYLLLYLHSVRAYSSRGAGLLLLLGQVADGLCTPLVGYEADRAASCCARYGPRKAWHLVGTVCVLLSFPFIFSPCLGCGAATPEWAALLYYGPFIVIFQFGWASTQISHLSLIPELVTNDHEKVELTALRYAFTVVANITVYGAAWLLLHLQGSSRVEPTQDISISDQLGGQDVPVFRNLSLLVVGVGAVFSLLFHLGTRERRRPHAEEPGEHTPLLAPATAQPLLLWKHWLREPAFYQVGILYMTTRLIVNLSQTYMAM.... Result: 1 (interaction). (5) The miRNA is mmu-miR-5120 with sequence UUUGGGGCUGUGGUGCCACCAGC. The protein sequence of the target gene is MATAIRDVGVWRQTRTLLLKNYLIKCRTKKSSVQEILFPLFFLFWLILVSMMHPNKKYEEVSDIELSPMDKFSLSNVILGYTPVTNITSSIMQRVSTDHLPKVIVTEEYANEKELVAASLSKSSNFVGVVFKDTMSYELRFFPEMIPVSSIYMNSREGCSKTCDAAQYWSLGFTVLQASIDAAIIQLKTNVSVWSELESTKAVIMGEAAVVEIDTFPRGVILIYLVIAFSPFGYFLAIHIVAEKEKKLKEFLKIMGLHDTAFWLSWVLLYASLIFLMSLLMAVIATASSLFPQSSSIVIF.... Result: 1 (interaction).